Dataset: Cav3 T-type calcium channel HTS with 100,875 compounds. Task: Binary Classification. Given a drug SMILES string, predict its activity (active/inactive) in a high-throughput screening assay against a specified biological target. (1) The drug is O(Cc1onc(n1)c1ccc(n2cccc2)cc1)c1cc(ccc1)C. The result is 0 (inactive). (2) The result is 0 (inactive). The molecule is O1C(C(C(C(=C1N)C#N)c1ccccc1)(C#N)C#N)(C)C(=O)C. (3) The molecule is Brc1ccc(S(=O)(=O)Cc2oc(C(=O)N3CCCC3)cc2)cc1. The result is 0 (inactive). (4) The drug is o1c2c(n(CC(=O)Nc3c(cc(cc3)C)C)c(c2)C(OC)=O)cc1. The result is 0 (inactive).